From a dataset of Peptide-MHC class II binding affinity with 134,281 pairs from IEDB. Regression. Given a peptide amino acid sequence and an MHC pseudo amino acid sequence, predict their binding affinity value. This is MHC class II binding data. (1) The peptide sequence is VTANRAELKALIASN. The MHC is HLA-DPA10103-DPB10301 with pseudo-sequence HLA-DPA10103-DPB10301. The binding affinity (normalized) is 0.977. (2) The peptide sequence is EAKITMLTNGQCQNIT. The MHC is DRB1_0301 with pseudo-sequence DRB1_0301. The binding affinity (normalized) is 0.375. (3) The peptide sequence is AQNGVRAMSSLGSSL. The MHC is HLA-DQA10501-DQB10201 with pseudo-sequence HLA-DQA10501-DQB10201. The binding affinity (normalized) is 0.248. (4) The peptide sequence is FCVKVLAPYMPDVLE. The MHC is DRB1_0301 with pseudo-sequence DRB1_0301. The binding affinity (normalized) is 0.350. (5) The peptide sequence is RCALHWFPGSHLLAC. The MHC is DRB3_0202 with pseudo-sequence DRB3_0202. The binding affinity (normalized) is 0.0832.